This data is from Catalyst prediction with 721,799 reactions and 888 catalyst types from USPTO. The task is: Predict which catalyst facilitates the given reaction. (1) Product: [OH:39][CH:36]([CH2:37][CH3:38])[CH2:35][NH:34][C:14]([CH2:13][CH2:12][NH:11][C:9](=[O:10])[O:8][CH2:1][C:2]1[CH:3]=[CH:4][CH:5]=[CH:6][CH:7]=1)=[O:16]. Reactant: [CH2:1]([O:8][C:9]([NH:11][CH2:12][CH2:13][C:14]([OH:16])=O)=[O:10])[C:2]1[CH:7]=[CH:6][CH:5]=[CH:4][CH:3]=1.ON1C2C=CC=CC=2N=N1.C(N(CC)CC)C.[NH2:34][CH2:35][CH:36]([OH:39])[CH2:37][CH3:38]. The catalyst class is: 4. (2) Reactant: [OH:1][C:2]1[CH:9]=[C:8](O)[CH:7]=[CH:6][C:3]=1[CH:4]=[O:5].[C:11](=[O:14])([O-])[O-].[K+].[K+].Br[CH2:18][CH2:19][CH2:20][CH2:21][CH2:22][CH2:23][CH2:24][CH2:25][CH2:26][CH2:27][CH2:28][CH2:29][CH2:30][CH2:31][CH2:32][CH2:33][CH2:34][CH2:35][CH2:36][CH2:37][CH2:38][CH3:39]. Product: [CH2:18]([O:1][C:2]1[CH:9]=[C:8]([O:14][CH2:11][CH2:38][CH2:37][CH2:36][CH2:35][CH2:34][CH2:33][CH2:32][CH2:31][CH2:30][CH2:29][CH2:28][CH2:27][CH2:26][CH2:25][CH2:24][CH2:23][CH2:22][CH2:21][CH2:20][CH2:19][CH3:18])[CH:7]=[CH:6][C:3]=1[CH:4]=[O:5])[CH2:19][CH2:20][CH2:21][CH2:22][CH2:23][CH2:24][CH2:25][CH2:26][CH2:27][CH2:28][CH2:29][CH2:30][CH2:31][CH2:32][CH2:33][CH2:34][CH2:35][CH2:36][CH2:37][CH2:38][CH3:39]. The catalyst class is: 9. (3) Product: [CH:1]1[C:9]([NH:10][C:19](=[O:25])[CH2:20][CH2:21][CH2:22][CH2:23][CH3:24])=[CH:8][C:7]2[CH2:11][CH2:12][N:5]3[C:6]=2[C:2]=1[C:3]1[CH2:18][CH2:17][CH2:16][CH2:15][CH2:14][CH2:13][C:4]=13. Reactant: [CH:1]1[C:9]([NH2:10])=[CH:8][C:7]2[CH2:11][CH2:12][N:5]3[C:6]=2[C:2]=1[C:3]1[CH2:18][CH2:17][CH2:16][CH2:15][CH2:14][CH2:13][C:4]=13.[C:19](Cl)(=[O:25])[CH2:20][CH2:21][CH2:22][CH2:23][CH3:24]. The catalyst class is: 4. (4) Reactant: Br[CH2:2][CH2:3][N:4]1[CH2:8][CH2:7][CH2:6][CH:5]1[CH3:9].Cl.[Cl:11][C:12]1[CH:17]=[CH:16][C:15]([NH:18]N)=[CH:14][CH:13]=1.[CH3:20][N:21]1[CH2:26][CH2:25][C:24](=O)[CH2:23][CH2:22]1. Product: [Cl:11][C:12]1[CH:17]=[CH:16][C:15]2[N:18]([CH2:2][CH2:3][N:4]3[CH2:8][CH2:7][CH2:6][CH:5]3[CH3:9])[C:24]3[CH2:25][CH2:26][N:21]([CH3:20])[CH2:22][C:23]=3[C:14]=2[CH:13]=1. The catalyst class is: 66.